From a dataset of Forward reaction prediction with 1.9M reactions from USPTO patents (1976-2016). Predict the product of the given reaction. (1) Given the reactants C1C(=O)N([Br:8])C(=O)C1.C(Cl)Cl.[CH3:12][Si:13]([CH3:29])([CH3:28])[CH2:14][CH2:15][O:16][CH2:17][N:18]1[CH:22]=[CH:21][N:20]=[C:19]1[C:23]([O:25][CH2:26][CH3:27])=[O:24], predict the reaction product. The product is: [Br:8][C:22]1[N:18]([CH2:17][O:16][CH2:15][CH2:14][Si:13]([CH3:28])([CH3:29])[CH3:12])[C:19]([C:23]([O:25][CH2:26][CH3:27])=[O:24])=[N:20][CH:21]=1. (2) Given the reactants Br[C:2]1[NH:22][C:5]2=[N:6][CH:7]=[C:8]([CH2:10][CH2:11][C:12]3[CH:17]=[C:16]([O:18][CH3:19])[CH:15]=[C:14]([O:20][CH3:21])[CH:13]=3)[N:9]=[C:4]2[CH:3]=1.[CH3:23][N:24]([CH3:42])[C:25]([C:27]1[CH:32]=[CH:31][C:30](B2OC(C)(C)C(C)(C)O2)=[CH:29][N:28]=1)=[O:26], predict the reaction product. The product is: [CH3:21][O:20][C:14]1[CH:13]=[C:12]([CH:17]=[C:16]([O:18][CH3:19])[CH:15]=1)[CH2:11][CH2:10][C:8]1[N:9]=[C:4]2[CH:3]=[C:2]([C:30]3[CH:31]=[CH:32][C:27]([C:25]([N:24]([CH3:42])[CH3:23])=[O:26])=[N:28][CH:29]=3)[NH:22][C:5]2=[N:6][CH:7]=1. (3) Given the reactants [F:1][C:2]1[CH:7]=[CH:6][C:5]([C:8]2[O:9][CH:10]=[C:11]([CH:13]([CH2:19][NH2:20])[CH2:14][CH2:15][N:16]([CH3:18])[CH3:17])[N:12]=2)=[CH:4][CH:3]=1.[F:21][C:22]([F:35])([F:34])[C:23]1[O:27][N:26]=[C:25]([CH2:28][CH2:29][CH2:30][C:31](O)=[O:32])[N:24]=1, predict the reaction product. The product is: [CH3:17][N:16]([CH3:18])[CH2:15][CH2:14][CH:13]([C:11]1[N:12]=[C:8]([C:5]2[CH:4]=[CH:3][C:2]([F:1])=[CH:7][CH:6]=2)[O:9][CH:10]=1)[CH2:19][NH:20][C:31](=[O:32])[CH2:30][CH2:29][CH2:28][C:25]1[N:24]=[C:23]([C:22]([F:34])([F:35])[F:21])[O:27][N:26]=1.